This data is from Forward reaction prediction with 1.9M reactions from USPTO patents (1976-2016). The task is: Predict the product of the given reaction. (1) Given the reactants C(OC(=O)[NH:7][C:8]1[CH:13]=[C:12]([CH3:14])[C:11]([CH2:15][NH:16][C:17]([C:19]2[CH:20]=[N:21][N:22]([CH2:24][C:25]3[CH:30]=[CH:29][C:28]([CH2:31][N:32]4[C:36](=[O:37])[CH2:35][CH2:34][C:33]4=[O:38])=[CH:27][CH:26]=3)[CH:23]=2)=[O:18])=[C:10]([CH3:39])[N:9]=1)(C)(C)C.C(O)(C(F)(F)F)=O, predict the reaction product. The product is: [NH2:7][C:8]1[N:9]=[C:10]([CH3:39])[C:11]([CH2:15][NH:16][C:17]([C:19]2[CH:20]=[N:21][N:22]([CH2:24][C:25]3[CH:30]=[CH:29][C:28]([CH2:31][N:32]4[C:33](=[O:38])[CH2:34][CH2:35][C:36]4=[O:37])=[CH:27][CH:26]=3)[CH:23]=2)=[O:18])=[C:12]([CH3:14])[CH:13]=1. (2) Given the reactants [CH2:1]([O:8][C:9]1[CH:18]=[CH:17][CH:16]=[CH:15][C:10]=1[O:11][CH2:12][CH2:13][OH:14])[C:2]1[CH:7]=[CH:6][CH:5]=[CH:4][CH:3]=1.C(N(CC)CC)C.[CH3:26][S:27](Cl)(=[O:29])=[O:28].[Cl-].[NH4+], predict the reaction product. The product is: [CH3:26][S:27]([O:14][CH2:13][CH2:12][O:11][C:10]1[CH:15]=[CH:16][CH:17]=[CH:18][C:9]=1[O:8][CH2:1][C:2]1[CH:3]=[CH:4][CH:5]=[CH:6][CH:7]=1)(=[O:29])=[O:28]. (3) Given the reactants FC(F)(F)C(O)=O.[F:8][C:9]1[CH:27]=[C:26]([S:28]([CH3:31])(=[O:30])=[O:29])[C:25]([F:32])=[CH:24][C:10]=1[CH2:11][N:12]1[CH2:16][CH2:15][N:14]([CH:17]2[CH2:22][CH2:21][NH:20][CH2:19][CH2:18]2)[C:13]1=[O:23].C(N(C(C)C)C(C)C)C.[Cl:42][C:43]1[CH:48]=[N:47][C:46](Cl)=[CH:45][N:44]=1, predict the reaction product. The product is: [Cl:42][C:43]1[N:44]=[CH:45][C:46]([N:20]2[CH2:21][CH2:22][CH:17]([N:14]3[CH2:15][CH2:16][N:12]([CH2:11][C:10]4[CH:24]=[C:25]([F:32])[C:26]([S:28]([CH3:31])(=[O:30])=[O:29])=[CH:27][C:9]=4[F:8])[C:13]3=[O:23])[CH2:18][CH2:19]2)=[N:47][CH:48]=1.